From a dataset of Full USPTO retrosynthesis dataset with 1.9M reactions from patents (1976-2016). Predict the reactants needed to synthesize the given product. (1) Given the product [Cl:1][C:2]1[CH:3]=[C:4]([NH:28][C:25]2[CH:24]=[CH:23][C:22]([N:19]3[CH2:20][CH2:21][N:16]([CH:14]4[CH2:13][O:12][CH2:15]4)[CH2:17][CH2:18]3)=[CH:27][N:26]=2)[C:5]2[N:6]([CH:8]=[CH:9][N:10]=2)[CH:7]=1, predict the reactants needed to synthesize it. The reactants are: [Cl:1][C:2]1[CH:3]=[C:4](Br)[C:5]2[N:6]([CH:8]=[CH:9][N:10]=2)[CH:7]=1.[O:12]1[CH2:15][CH:14]([N:16]2[CH2:21][CH2:20][N:19]([C:22]3[CH:23]=[CH:24][C:25]([NH2:28])=[N:26][CH:27]=3)[CH2:18][CH2:17]2)[CH2:13]1.CC1(C)C2C(=C(P(C3C=CC=CC=3)C3C=CC=CC=3)C=CC=2)OC2C(P(C3C=CC=CC=3)C3C=CC=CC=3)=CC=CC1=2.C([O-])([O-])=O.[Cs+].[Cs+]. (2) Given the product [CH3:1][O:2][C:3](=[O:22])[C:4]1[CH:9]=[C:8]([NH2:10])[C:7]([NH2:13])=[C:6]([Cl:14])[C:5]=1[NH:15][C:16]1[CH:17]=[CH:18][CH:19]=[CH:20][CH:21]=1, predict the reactants needed to synthesize it. The reactants are: [CH3:1][O:2][C:3](=[O:22])[C:4]1[CH:9]=[C:8]([N+:10]([O-])=O)[C:7]([NH2:13])=[C:6]([Cl:14])[C:5]=1[NH:15][C:16]1[CH:21]=[CH:20][CH:19]=[CH:18][CH:17]=1.CCO.CO.[NH4+].[Cl-].C1COCC1.